This data is from Catalyst prediction with 721,799 reactions and 888 catalyst types from USPTO. The task is: Predict which catalyst facilitates the given reaction. (1) Reactant: [CH2:1]([S:8][C:9]1[N:18]=[C:17]2[N:11]([CH2:12][CH2:13][C:14]3[CH:30]=[CH:29][CH:28]=[CH:27][C:15]=3[CH:16]2[O:19][CH:20]2[CH2:25][CH2:24][N:23]([CH3:26])[CH2:22][CH2:21]2)[CH:10]=1)[C:2]1[CH:7]=[CH:6][CH:5]=[CH:4][CH:3]=1.[C:31]([OH:36])(=[O:35])[C:32]([OH:34])=[O:33]. Product: [C:31]([OH:36])(=[O:35])[C:32]([OH:34])=[O:33].[CH2:1]([S:8][C:9]1[N:18]=[C:17]2[N:11]([CH2:12][CH2:13][C:14]3[CH:30]=[CH:29][CH:28]=[CH:27][C:15]=3[CH:16]2[O:19][CH:20]2[CH2:25][CH2:24][N:23]([CH3:26])[CH2:22][CH2:21]2)[CH:10]=1)[C:2]1[CH:3]=[CH:4][CH:5]=[CH:6][CH:7]=1. The catalyst class is: 21. (2) Reactant: [CH3:1][CH:2]([CH2:24][CH3:25])[CH2:3][N:4]1[CH2:9][CH2:8][N:7]([CH:10]([CH3:23])[CH2:11][N:12]2C(=O)C3C(=CC=CC=3)C2=O)[CH2:6][CH2:5]1.NN.O.[CH3:29][CH2:30][CH2:31]CCC.CCOC(C)=O. Product: [CH3:1][C:2]1[C:24]([CH3:25])=[CH:31][CH:30]=[CH:29][C:3]=1[N:4]1[CH2:5][CH2:6][N:7]([CH:10]([CH3:23])[CH2:11][NH2:12])[CH2:8][CH2:9]1. The catalyst class is: 14.